This data is from Forward reaction prediction with 1.9M reactions from USPTO patents (1976-2016). The task is: Predict the product of the given reaction. (1) Given the reactants C([O:8][CH2:9][CH:10]1[O:24][C:14]2=[C:15]3[C:20](=[CH:21][CH:22]=[C:13]2[O:12][CH2:11]1)[N:19]=[C:18]([CH3:23])[CH:17]=[CH:16]3)C1C=CC=CC=1, predict the reaction product. The product is: [CH3:23][C:18]1[CH:17]=[CH:16][C:15]2[C:20](=[CH:21][CH:22]=[C:13]3[O:12][CH2:11][C@@H:10]([CH2:9][OH:8])[O:24][C:14]3=2)[N:19]=1. (2) Given the reactants [CH:1]1[CH:2]=[CH:3][N:4]2[CH2:10][C:9]3[CH:11]=[CH:12][CH:13]=[CH:14][C:8]=3[N:7]([C:15]([C:17]3[CH:22]=[CH:21][C:20]([C:23]4[CH2:28][CH2:27][CH2:26][CH2:25][CH:24]=4)=[C:19]([CH3:29])[CH:18]=3)=[O:16])[CH2:6][C:5]=12.FC(F)(F)S(O[C:36]1[C:45]2C(=CC=CC=2)C[CH2:38][CH:37]=1)(=O)=O, predict the reaction product. The product is: [CH:1]1[CH:2]=[CH:3][N:4]2[CH2:10][C:9]3[CH:11]=[CH:12][CH:13]=[CH:14][C:8]=3[N:7]([C:15]([C:17]3[CH:22]=[CH:21][C:20]([C:23]4[C:28]5[C:27](=[CH:45][CH:36]=[CH:37][CH:38]=5)[CH2:26][CH2:25][CH:24]=4)=[C:19]([CH3:29])[CH:18]=3)=[O:16])[CH2:6][C:5]=12.